This data is from CYP2C19 inhibition data for predicting drug metabolism from PubChem BioAssay. The task is: Regression/Classification. Given a drug SMILES string, predict its absorption, distribution, metabolism, or excretion properties. Task type varies by dataset: regression for continuous measurements (e.g., permeability, clearance, half-life) or binary classification for categorical outcomes (e.g., BBB penetration, CYP inhibition). Dataset: cyp2c19_veith. (1) The compound is COc1cccc(Nc2ncc3nc(CCc4ccccc4)c(=O)n(C[C@H]4CCCO4)c3n2)c1. The result is 0 (non-inhibitor). (2) The compound is CN1CCN(c2ncc3nc(-c4cc(F)cc(F)c4)c(=O)n(-c4ccccc4)c3n2)CC1. The result is 0 (non-inhibitor). (3) The drug is CCc1cc2c(=O)c(-c3cnn(-c4ccccc4)c3)coc2c(CN2CCOCC2)c1O. The result is 1 (inhibitor). (4) The compound is O=C(CO)Nc1ccc([As](=O)(O)O)cc1. The result is 0 (non-inhibitor). (5) The molecule is CCOc1[nH]n(-c2ccc(Cl)cc2)c(=O)c1C=Nc1ccc(O)cc1. The result is 0 (non-inhibitor). (6) The drug is Cc1ccc(NC(=O)c2nnn(-c3cc(C)cc(C)c3)c2N)cc1. The result is 1 (inhibitor). (7) The compound is c1ccc(CNc2ncnc3nc[nH]c23)cc1. The result is 0 (non-inhibitor).